The task is: Predict the reaction yield, written as a fraction of the theoretical maximum amount of product (1.0 means a 100% yield; for example, 0.34 means a 34% yield).. This data is from Reaction yield outcomes from USPTO patents with 853,638 reactions. The reactants are Br[C:2]1[N:7]=[CH:6][C:5]2[N:8]=[C:9]([CH3:14])[N:10]([CH:11]([CH3:13])[CH3:12])[C:4]=2[CH:3]=1.[NH2:15][C:16]1[CH:21]=[CH:20][N:19]=[C:18]([S:22][CH2:23][C:24]([CH3:31])([CH3:30])[C:25]([O:27][CH2:28][CH3:29])=[O:26])[N:17]=1.CN[C@@H]1CCCC[C@H]1NC.C(=O)([O-])[O-].[Cs+].[Cs+]. The catalyst is [Cu]I.O1CCOCC1. The product is [CH:11]([N:10]1[C:4]2[CH:3]=[C:2]([NH:15][C:16]3[CH:21]=[CH:20][N:19]=[C:18]([S:22][CH2:23][C:24]([CH3:30])([CH3:31])[C:25]([O:27][CH2:28][CH3:29])=[O:26])[N:17]=3)[N:7]=[CH:6][C:5]=2[N:8]=[C:9]1[CH3:14])([CH3:13])[CH3:12]. The yield is 0.300.